Dataset: Peptide-MHC class I binding affinity with 185,985 pairs from IEDB/IMGT. Task: Regression. Given a peptide amino acid sequence and an MHC pseudo amino acid sequence, predict their binding affinity value. This is MHC class I binding data. (1) The peptide sequence is YLYALYSPL. The MHC is HLA-A02:01 with pseudo-sequence HLA-A02:01. The binding affinity (normalized) is 1.00. (2) The peptide sequence is FESYVRPFVA. The MHC is HLA-B40:02 with pseudo-sequence HLA-B40:02. The binding affinity (normalized) is 0.723. (3) The peptide sequence is HVIYFTAFT. The MHC is HLA-A02:19 with pseudo-sequence HLA-A02:19. The binding affinity (normalized) is 0.0847. (4) The peptide sequence is YFLESNFFI. The MHC is HLA-A02:06 with pseudo-sequence HLA-A02:06. The binding affinity (normalized) is 1.00. (5) The peptide sequence is KVSVGSYFC. The MHC is HLA-A02:11 with pseudo-sequence HLA-A02:11. The binding affinity (normalized) is 0.0847. (6) The peptide sequence is STLNFNNLH. The MHC is HLA-A24:02 with pseudo-sequence HLA-A24:02. The binding affinity (normalized) is 0. (7) The peptide sequence is TLGVYDYLV. The MHC is HLA-A02:03 with pseudo-sequence HLA-A02:03. The binding affinity (normalized) is 0.368. (8) The peptide sequence is FVGLALLTL. The MHC is HLA-A02:02 with pseudo-sequence HLA-A02:02. The binding affinity (normalized) is 0. (9) The peptide sequence is FRYNGLIHR. The MHC is HLA-B08:01 with pseudo-sequence HLA-B08:01. The binding affinity (normalized) is 0.